Dataset: Catalyst prediction with 721,799 reactions and 888 catalyst types from USPTO. Task: Predict which catalyst facilitates the given reaction. (1) Product: [CH:35]1([C@H:33]([NH:32][C:21]2[N:20]=[C:19]([C:39]#[N:40])[N:18]=[C:17]3[C:22]=2[N:23]([CH2:24][C@H:25]2[CH2:26][CH2:27][C@H:28]([CH3:31])[CH2:29][CH2:30]2)[C:15]([S:13][C:7]2[CH:12]=[CH:11][CH:10]=[CH:9][CH:8]=2)=[N:16]3)[CH3:34])[CH2:38][CH2:37][CH2:36]1. Reactant: C([O-])([O-])=O.[K+].[K+].[C:7]1([SH:13])[CH:12]=[CH:11][CH:10]=[CH:9][CH:8]=1.Br[C:15]1[N:23]([CH2:24][C@H:25]2[CH2:30][CH2:29][C@H:28]([CH3:31])[CH2:27][CH2:26]2)[C:22]2[C:17](=[N:18][C:19]([C:39]#[N:40])=[N:20][C:21]=2[NH:32][C@@H:33]([CH:35]2[CH2:38][CH2:37][CH2:36]2)[CH3:34])[N:16]=1. The catalyst class is: 3. (2) Reactant: C(O)(=O)C.[NH2:5][CH2:6][C:7]1[C:8]([N:13]([CH3:18])[S:14]([CH3:17])(=[O:16])=[O:15])=[N:9][CH:10]=[CH:11][CH:12]=1.C(O)C(F)(F)F.[Cl:25][C:26]1[N:31]=[C:30](Cl)[C:29]([C:33]([F:36])([F:35])[F:34])=[CH:28][N:27]=1. Product: [Cl:25][C:26]1[N:27]=[C:28]([NH:5][CH2:6][C:7]2[C:8]([N:13]([CH3:18])[S:14]([CH3:17])(=[O:16])=[O:15])=[N:9][CH:10]=[CH:11][CH:12]=2)[C:29]([C:33]([F:36])([F:34])[F:35])=[CH:30][N:31]=1. The catalyst class is: 66. (3) Reactant: [N:1]1([C:7]([O:9][CH2:10][C:11]2[CH:16]=[CH:15][CH:14]=[CH:13][CH:12]=2)=[O:8])[CH2:6][CH2:5][NH:4][CH2:3][CH2:2]1.O=[C:18]1[CH2:23][CH2:22][N:21]([C:24]([O:26][C:27]([CH3:30])([CH3:29])[CH3:28])=[O:25])[CH2:20][CH2:19]1.C(O)(=O)C. Product: [C:27]([O:26][C:24]([N:21]1[CH2:22][CH2:23][CH:18]([N:4]2[CH2:5][CH2:6][N:1]([C:7]([O:9][CH2:10][C:11]3[CH:16]=[CH:15][CH:14]=[CH:13][CH:12]=3)=[O:8])[CH2:2][CH2:3]2)[CH2:19][CH2:20]1)=[O:25])([CH3:30])([CH3:28])[CH3:29]. The catalyst class is: 19. (4) Reactant: [CH3:1][N:2]([CH3:14])[CH2:3][CH2:4][S:5]([N:8]1[CH2:13][CH2:12][NH:11][CH2:10][CH2:9]1)(=[O:7])=[O:6].Cl[C:16]1[N:21]=[C:20]([N:22]2[CH2:27][CH2:26][O:25][CH2:24][CH2:23]2)[N:19]=[C:18]([N:28]2[C:32]3[CH:33]=[CH:34][CH:35]=[CH:36][C:31]=3[N:30]=[C:29]2[CH:37]([F:39])[F:38])[N:17]=1.CCN(CC)CC. Product: [F:39][CH:37]([F:38])[C:29]1[N:28]([C:18]2[N:19]=[C:20]([N:22]3[CH2:23][CH2:24][O:25][CH2:26][CH2:27]3)[N:21]=[C:16]([N:11]3[CH2:12][CH2:13][N:8]([S:5]([CH2:4][CH2:3][N:2]([CH3:14])[CH3:1])(=[O:6])=[O:7])[CH2:9][CH2:10]3)[N:17]=2)[C:32]2[CH:33]=[CH:34][CH:35]=[CH:36][C:31]=2[N:30]=1. The catalyst class is: 20. (5) Reactant: [NH:1]=[C:2]([C:4]1[CH:9]=[C:8]([N+:10]([O-:12])=[O:11])[CH:7]=[CH:6][C:5]=1[OH:13])[CH3:3].ClN1C(=O)CCC1=O.C([O-])([O-])=O.[K+].[K+]. Product: [CH3:3][C:2]1[C:4]2[CH:9]=[C:8]([N+:10]([O-:12])=[O:11])[CH:7]=[CH:6][C:5]=2[O:13][N:1]=1. The catalyst class is: 1. (6) Reactant: C(OC(=O)[NH:7][CH:8]([NH:17][CH2:18][C:19]1[CH:24]=[CH:23][C:22]([CH2:25][CH2:26][C:27]2[N:28]=[C:29]([NH:32][C:33](=[O:35])[CH3:34])[S:30][CH:31]=2)=[CH:21][CH:20]=1)[NH:9]C(=O)OC(C)(C)C)(C)(C)C.[ClH:37]. Product: [ClH:37].[NH2:9][C:8]([NH:17][CH2:18][C:19]1[CH:24]=[CH:23][C:22]([CH2:25][CH2:26][C:27]2[N:28]=[C:29]([NH:32][C:33](=[O:35])[CH3:34])[S:30][CH:31]=2)=[CH:21][CH:20]=1)=[NH:7]. The catalyst class is: 269. (7) Reactant: [CH2:1]([N:8]1[C:17](=[O:18])[C:16]2[C:11](=[CH:12][C:13]([Cl:19])=[CH:14][CH:15]=2)[N:10]=[C:9]1[CH:20](Br)[CH:21]([CH3:23])[CH3:22])[C:2]1[CH:7]=[CH:6][CH:5]=[CH:4][CH:3]=1.C(N(CC)CC)C.[NH:32]1[CH:36]=[CH:35][N:34]=[CH:33]1. Product: [CH2:1]([N:8]1[C:17](=[O:18])[C:16]2[C:11](=[CH:12][C:13]([Cl:19])=[CH:14][CH:15]=2)[N:10]=[C:9]1[CH:20]([N:32]1[CH:36]=[CH:35][N:34]=[CH:33]1)[CH:21]([CH3:23])[CH3:22])[C:2]1[CH:7]=[CH:6][CH:5]=[CH:4][CH:3]=1. The catalyst class is: 589. (8) Reactant: [CH2:1]([N:8]([CH2:26][C:27]1[CH:32]=[CH:31][CH:30]=[CH:29][CH:28]=1)[C:9]1[N:10]=[CH:11][CH:12]=[C:13]2[CH:17]=[C:16]([CH:18]([C:20]3[CH:25]=[CH:24][CH:23]=[CH:22][CH:21]=3)[OH:19])[NH:15][C:14]=12)[C:2]1[CH:7]=[CH:6][CH:5]=[CH:4][CH:3]=1. Product: [CH2:26]([N:8]([CH2:1][C:2]1[CH:7]=[CH:6][CH:5]=[CH:4][CH:3]=1)[C:9]1[N:10]=[CH:11][CH:12]=[C:13]2[CH:17]=[C:16]([C:18]([C:20]3[CH:21]=[CH:22][CH:23]=[CH:24][CH:25]=3)=[O:19])[NH:15][C:14]=12)[C:27]1[CH:28]=[CH:29][CH:30]=[CH:31][CH:32]=1. The catalyst class is: 177.